This data is from Forward reaction prediction with 1.9M reactions from USPTO patents (1976-2016). The task is: Predict the product of the given reaction. (1) The product is: [F:2][C:3]1([F:9])[CH2:8][CH2:7][N:6]([CH2:17][C:18]#[N:19])[CH2:5][CH2:4]1. Given the reactants Cl.[F:2][C:3]1([F:9])[CH2:8][CH2:7][NH:6][CH2:5][CH2:4]1.C([O-])([O-])=O.[K+].[K+].Br[CH2:17][C:18]#[N:19], predict the reaction product. (2) Given the reactants [N:1]([CH2:4][C:5]1[CH:6]=[N:7][CH:8]=[C:9]([C:11]#[C:12][C:13]2[CH:18]=[CH:17][CH:16]=[CH:15][CH:14]=2)[CH:10]=1)=[N+]=[N-].CP(C)C.O, predict the reaction product. The product is: [C:13]1([C:12]#[C:11][C:9]2[CH:10]=[C:5]([CH2:4][NH2:1])[CH:6]=[N:7][CH:8]=2)[CH:18]=[CH:17][CH:16]=[CH:15][CH:14]=1. (3) Given the reactants [Br:1][C:2]1[C:3](Cl)=[C:4]([C:14]#[N:15])[C:5](=O)[N:6]([C@H:8]([CH:10]([CH3:12])[CH3:11])[CH3:9])[CH:7]=1.[OH2:17].[NH2:18][NH2:19], predict the reaction product. The product is: [NH2:15][C:14]1[C:4]2[C:5](=[O:17])[N:6]([C@H:8]([CH:10]([CH3:12])[CH3:11])[CH3:9])[CH:7]=[C:2]([Br:1])[C:3]=2[NH:19][N:18]=1. (4) Given the reactants [CH3:1][CH2:2][C:3]([C:5]1[CH:10]=[CH:9][C:8]([Cl:11])=[CH:7][CH:6]=1)=O.[Li]N([Si](C)(C)C)[Si](C)(C)C.[C:22]([O:29][CH2:30][CH3:31])(=[O:28])[C:23](OCC)=O.[Cl:32][C:33]1[CH:38]=[CH:37][CH:36]=[CH:35][C:34]=1[NH:39][NH2:40].OS(O)(=O)=O.C([O-])(O)=O.[Na+], predict the reaction product. The product is: [CH2:30]([O:29][C:22]([C:23]1[C:2]([CH3:1])=[C:3]([C:5]2[CH:10]=[CH:9][C:8]([Cl:11])=[CH:7][CH:6]=2)[N:39]([C:34]2[CH:35]=[CH:36][CH:37]=[CH:38][C:33]=2[Cl:32])[N:40]=1)=[O:28])[CH3:31]. (5) Given the reactants Cl[C:2]1[C:3]2[CH:10]=[C:9]([CH2:11][C:12]([F:15])([F:14])[F:13])[S:8][C:4]=2[N:5]=[CH:6][N:7]=1.[CH3:16][C:17]1([CH3:28])[S:21][CH:20]([N:22]2[CH2:27][CH2:26][NH:25][CH2:24][CH2:23]2)[N:19]=[CH:18]1.C(N(CC)C(C)C)(C)C, predict the reaction product. The product is: [CH3:16][C:17]1([CH3:28])[S:21][C:20]([N:22]2[CH2:27][CH2:26][N:25]([C:2]3[C:3]4[CH:10]=[C:9]([CH2:11][C:12]([F:15])([F:14])[F:13])[S:8][C:4]=4[N:5]=[CH:6][N:7]=3)[CH2:24][CH2:23]2)=[N:19][CH2:18]1. (6) Given the reactants [N:1]1([CH2:8][CH2:9][O:10][C:11]2[CH:38]=[CH:37][C:14]([C:15]([C:17]3[C:26]4[C:21](=[CH:22][C:23]([O:27][CH3:28])=[CH:24][CH:25]=4)[CH:20]=[CH:19][C:18]=3OS(C(F)(F)F)(=O)=O)=[O:16])=[CH:13][CH:12]=2)[CH2:7][CH2:6][CH2:5][CH2:4][CH2:3][CH2:2]1.[F:39][C:40]1[CH:45]=[CH:44][C:43]([F:46])=[CH:42][C:41]=1B(O)O.[F-].[Cs+], predict the reaction product. The product is: [N:1]1([CH2:8][CH2:9][O:10][C:11]2[CH:38]=[CH:37][C:14]([C:15]([C:17]3[C:26]4[C:21](=[CH:22][C:23]([O:27][CH3:28])=[CH:24][CH:25]=4)[CH:20]=[CH:19][C:18]=3[C:44]3[CH:45]=[C:40]([F:39])[CH:41]=[CH:42][C:43]=3[F:46])=[O:16])=[CH:13][CH:12]=2)[CH2:2][CH2:3][CH2:4][CH2:5][CH2:6][CH2:7]1. (7) The product is: [CH:1]1([N:7]([CH2:17][CH:18]2[CH2:20][CH2:19]2)[C:8]2[N:13]=[CH:12][N:11]=[C:10]([C:14]([NH:33][C:34]3[CH:35]=[CH:36][C:37]([CH2:38][S:39]([CH2:42][CH2:43][C:44]([O:46][CH2:47][CH3:48])=[O:45])(=[O:41])=[O:40])=[CH:49][CH:50]=3)=[O:16])[CH:9]=2)[CH2:2][CH2:3][CH2:4][CH2:5][CH2:6]1. Given the reactants [CH:1]1([N:7]([CH2:17][CH:18]2[CH2:20][CH2:19]2)[C:8]2[N:13]=[CH:12][N:11]=[C:10]([C:14]([OH:16])=O)[CH:9]=2)[CH2:6][CH2:5][CH2:4][CH2:3][CH2:2]1.C(NC(C)C)(C)C.ClC(OC)=O.[NH2:33][C:34]1[CH:50]=[CH:49][C:37]([CH2:38][S:39]([CH2:42][CH2:43][C:44]([O:46][CH2:47][CH3:48])=[O:45])(=[O:41])=[O:40])=[CH:36][CH:35]=1.C(=O)(O)[O-].[Na+], predict the reaction product.